Dataset: Peptide-MHC class I binding affinity with 185,985 pairs from IEDB/IMGT. Task: Regression. Given a peptide amino acid sequence and an MHC pseudo amino acid sequence, predict their binding affinity value. This is MHC class I binding data. The peptide sequence is IPKNFAGPV. The MHC is HLA-B51:01 with pseudo-sequence HLA-B51:01. The binding affinity (normalized) is 0.257.